From a dataset of Full USPTO retrosynthesis dataset with 1.9M reactions from patents (1976-2016). Predict the reactants needed to synthesize the given product. (1) Given the product [CH2:1]([O:5][C:6]1[CH:7]=[CH:8][C:9]([S:12]([N:15]([CH3:27])[CH:16]([C:21]2[CH:26]=[CH:25][CH:24]=[CH:23][CH:22]=2)[C:17]([OH:19])=[O:18])(=[O:13])=[O:14])=[CH:10][CH:11]=1)[C:2]#[C:3][CH3:4], predict the reactants needed to synthesize it. The reactants are: [CH2:1]([O:5][C:6]1[CH:11]=[CH:10][C:9]([S:12]([N:15]([CH3:27])[CH:16]([C:21]2[CH:26]=[CH:25][CH:24]=[CH:23][CH:22]=2)[C:17]([O:19]C)=[O:18])(=[O:14])=[O:13])=[CH:8][CH:7]=1)[C:2]#[C:3][CH3:4].[OH-].[K+]. (2) The reactants are: C[O:2][C:3]1[N:8]=[C:7]2[N:9]([CH2:14][C@H:15]3[CH2:20][CH2:19][C@H:18]([C:21]([OH:23])=[O:22])[CH2:17][CH2:16]3)[C:10](=[O:13])[N:11]([CH3:12])[C:6]2=[CH:5][CH:4]=1.[Na+].[I-].Cl[Si](C)(C)C. Given the product [CH3:12][N:11]1[C:6]2[CH:5]=[CH:4][C:3](=[O:2])[NH:8][C:7]=2[N:9]([CH2:14][C@H:15]2[CH2:16][CH2:17][C@H:18]([C:21]([OH:23])=[O:22])[CH2:19][CH2:20]2)[C:10]1=[O:13], predict the reactants needed to synthesize it. (3) Given the product [F:19][CH2:20][O:18][C:14]1[CH:13]=[C:12]([C:10]2[N:11]=[C:5]3[N:4]=[C:3]([NH2:2])[CH:8]=[CH:7][N:6]3[CH:9]=2)[CH:17]=[CH:16][CH:15]=1, predict the reactants needed to synthesize it. The reactants are: Br.[NH2:2][C:3]1[CH:8]=[CH:7][N:6]2[CH:9]=[C:10]([C:12]3[CH:13]=[C:14]([OH:18])[CH:15]=[CH:16][CH:17]=3)[N:11]=[C:5]2[N:4]=1.[F:19][CH2:20]OS(C1C=CC(C)=CC=1)(=O)=O.C([O-])([O-])=O.[Cs+].[Cs+]. (4) The reactants are: C([O:3][C:4]([C:6]1[CH:30]=[CH:29][C:9]2[N:10]=[C:11]([NH:14][C:15]3[S:16][C:17]4[CH:23]=[C:22]([O:24][C:25]([F:28])([F:27])[F:26])[CH:21]=[CH:20][C:18]=4[N:19]=3)[N:12]([CH3:13])[C:8]=2[CH:7]=1)=[O:5])C.[OH-].[Na+]. Given the product [CH3:13][N:12]1[C:8]2[CH:7]=[C:6]([C:4]([OH:5])=[O:3])[CH:30]=[CH:29][C:9]=2[N:10]=[C:11]1[NH:14][C:15]1[S:16][C:17]2[CH:23]=[C:22]([O:24][C:25]([F:27])([F:26])[F:28])[CH:21]=[CH:20][C:18]=2[N:19]=1, predict the reactants needed to synthesize it. (5) Given the product [NH:7]1[C:32]2[C:33](=[C:10]([C:2]3[CH:10]=[C:9]4[C:5]([CH:6]=[N:7][N:8]4[CH3:11])=[C:4]([NH:12][C:13]([C:15]4[CH:20]=[CH:19][CH:18]=[C:17]([CH3:21])[N:16]=4)=[O:14])[CH:3]=3)[CH:2]=[CH:3][CH:4]=2)[CH:5]=[CH:6]1, predict the reactants needed to synthesize it. The reactants are: Br[C:2]1[CH:10]=[C:9]2[C:5]([CH:6]=[N:7][N:8]2[CH3:11])=[C:4]([NH:12][C:13]([C:15]2[CH:20]=[CH:19][CH:18]=[C:17]([CH3:21])[N:16]=2)=[O:14])[CH:3]=1.C(=O)([O-])[O-].[Na+].[Na+].O1[CH2:33][CH2:32]OCC1. (6) Given the product [CH2:5]([O:12][C:13]1[CH:18]=[CH:17][CH:16]=[C:15]([CH2:19][CH2:20][N+:21]([O-:23])=[O:22])[CH:14]=1)[C:6]1[CH:7]=[CH:8][CH:9]=[CH:10][CH:11]=1, predict the reactants needed to synthesize it. The reactants are: C(O)(=O)C.[CH2:5]([O:12][C:13]1[CH:18]=[CH:17][CH:16]=[C:15](/[CH:19]=[CH:20]/[N+:21]([O-:23])=[O:22])[CH:14]=1)[C:6]1[CH:11]=[CH:10][CH:9]=[CH:8][CH:7]=1.[BH4-].[Na+]. (7) Given the product [Cl:20][C:12]1[N:11]2[N:15]=[CH:16][N:17]=[C:10]2[N:9]=[C:8]([C:3]2[CH:4]=[CH:5][CH:6]=[CH:7][C:2]=2[F:1])[CH:13]=1, predict the reactants needed to synthesize it. The reactants are: [F:1][C:2]1[CH:7]=[CH:6][CH:5]=[CH:4][C:3]=1[C:8]1[NH:9][C:10]2[N:11]([N:15]=[CH:16][N:17]=2)[C:12](=O)[CH:13]=1.P(Cl)(Cl)([Cl:20])=O. (8) The reactants are: [C:1]([O:5][C:6](=[O:34])[N:7]([C@H:9]([C:11](=[O:33])[NH:12][C@@H:13]1[C:19](=[O:20])[NH:18][C:17]2[CH:21]=[C:22]([O:25][CH2:26][C:27]3[CH:32]=[CH:31][CH:30]=[CH:29][CH:28]=3)[CH:23]=[CH:24][C:16]=2[CH2:15][CH2:14]1)[CH3:10])[CH3:8])([CH3:4])([CH3:3])[CH3:2].[CH2:35](Br)[C:36]1[CH:41]=[CH:40][CH:39]=[CH:38][CH:37]=1.C([O-])([O-])=O.[Cs+].[Cs+].CN(C=O)C. Given the product [C:1]([O:5][C:6](=[O:34])[N:7]([C@H:9]([C:11](=[O:33])[NH:12][C@@H:13]1[C:19](=[O:20])[N:18]([CH2:35][C:36]2[CH:41]=[CH:40][CH:39]=[CH:38][CH:37]=2)[C:17]2[CH:21]=[C:22]([O:25][CH2:26][C:27]3[CH:28]=[CH:29][CH:30]=[CH:31][CH:32]=3)[CH:23]=[CH:24][C:16]=2[CH2:15][CH2:14]1)[CH3:10])[CH3:8])([CH3:2])([CH3:3])[CH3:4], predict the reactants needed to synthesize it. (9) Given the product [OH:40][CH:19]([C:16]1[CH:17]=[CH:18][C:9]([OH:8])=[C:10]([CH2:11][OH:12])[CH:15]=1)[CH2:20][NH:21][C:22]([CH3:39])([CH3:38])[CH2:23][CH2:24][N:25]1[CH:29]=[N:28][C:27]([C:30]2[CH:31]=[CH:32][C:33]([O:36][CH3:37])=[CH:34][CH:35]=2)=[N:26]1, predict the reactants needed to synthesize it. The reactants are: C([O:8][C:9]1[CH:18]=[CH:17][C:16]([CH:19]([OH:40])[CH2:20][NH:21][C:22]([CH3:39])([CH3:38])[CH2:23][CH2:24][N:25]2[CH:29]=[N:28][C:27]([C:30]3[CH:35]=[CH:34][C:33]([O:36][CH3:37])=[CH:32][CH:31]=3)=[N:26]2)=[CH:15][C:10]=1[C:11](OC)=[O:12])C1C=CC=CC=1.COC1C=CC(C2N=CN(CCC(N)(C)C)N=2)=CC=1.C([O-])(=O)C([O-])=O. (10) The reactants are: Cl[C:2]1[N:3]=[CH:4][C:5]([C:8]([OH:10])=[O:9])=[N:6][CH:7]=1.S(=O)(=O)(O)O.[CH3:16][O-:17].[Na+].[OH-].[Na+].O. Given the product [CH3:16][O:17][C:2]1[N:3]=[CH:4][C:5]([C:8]([OH:10])=[O:9])=[N:6][CH:7]=1, predict the reactants needed to synthesize it.